From a dataset of Forward reaction prediction with 1.9M reactions from USPTO patents (1976-2016). Predict the product of the given reaction. (1) Given the reactants [F:1][C:2]1[CH:7]=[C:6]([N+:8]([O-])=O)[CH:5]=[CH:4][C:3]=1[N:11]1[CH2:19][CH2:18][C:13]2([O:17][CH2:16][CH2:15][O:14]2)[CH2:12]1, predict the reaction product. The product is: [O:14]1[C:13]2([CH2:18][CH2:19][N:11]([C:3]3[CH:4]=[CH:5][C:6]([NH2:8])=[CH:7][C:2]=3[F:1])[CH2:12]2)[O:17][CH2:16][CH2:15]1. (2) Given the reactants [CH3:1][S:2][C:3]1[CH:4]=[CH:5][C:6]([C:9]([OH:11])=O)=[N:7][CH:8]=1.C1N=CN(C(N2C=NC=C2)=O)C=1.CS(O)(=O)=O.[NH2:29][CH2:30][C:31]1[CH:32]=[C:33]2[C:37](=[CH:38][CH:39]=1)[C:36](=[O:40])[N:35]([CH:41]1[CH2:46][CH2:45][C:44](=[O:47])[NH:43][C:42]1=[O:48])[C:34]2=[O:49].CCOC(C)=O, predict the reaction product. The product is: [O:48]=[C:42]1[CH:41]([N:35]2[C:34](=[O:49])[C:33]3[C:37](=[CH:38][CH:39]=[C:31]([CH2:30][NH:29][C:9]([C:6]4[CH:5]=[CH:4][C:3]([S:2][CH3:1])=[CH:8][N:7]=4)=[O:11])[CH:32]=3)[C:36]2=[O:40])[CH2:46][CH2:45][C:44](=[O:47])[NH:43]1. (3) The product is: [Cl:21][C:22]1[CH:23]=[C:24]([N:39]2[CH:43]=[N:42][C:41]([C:44]([N:59]([OH:60])[CH2:58][C:57]3[CH:56]=[CH:55][C:54]([O:47][C:48]4[CH:53]=[CH:52][CH:51]=[CH:50][CH:49]=4)=[CH:62][CH:61]=3)=[O:46])=[N:40]2)[CH:25]=[C:26]([Cl:38])[C:27]=1[O:28][CH2:29][C:30]1[CH:31]=[CH:32][C:33]([O:36][CH3:37])=[CH:34][CH:35]=1. Given the reactants Cl.CN(C)CCCN=C=NCC.OC1C=CC=C[N+]=1[O-].[Cl:21][C:22]1[CH:23]=[C:24]([N:39]2[CH:43]=[N:42][C:41]([C:44]([OH:46])=O)=[N:40]2)[CH:25]=[C:26]([Cl:38])[C:27]=1[O:28][CH2:29][C:30]1[CH:35]=[CH:34][C:33]([O:36][CH3:37])=[CH:32][CH:31]=1.[O:47]([C:54]1[CH:62]=[CH:61][C:57]([CH2:58][NH:59][OH:60])=[CH:56][CH:55]=1)[C:48]1[CH:53]=[CH:52][CH:51]=[CH:50][CH:49]=1, predict the reaction product. (4) Given the reactants Cl.[Cl:2][C:3]1[CH:12]=[C:11]2[C:6]([CH:7]=[CH:8][N:9]=[C:10]2[O:13]C)=[CH:5][C:4]=1[O:15][CH:16]1[CH2:21][CH2:20][CH:19]([C:22]([NH2:32])([C:24]2[CH:29]=[CH:28][C:27]([O:30][CH3:31])=[CH:26][CH:25]=2)[CH3:23])[CH2:18][CH2:17]1.C(#N)C.O, predict the reaction product. The product is: [NH2:32][C:22]([CH:19]1[CH2:18][CH2:17][CH:16]([O:15][C:4]2[CH:5]=[C:6]3[C:11](=[CH:12][C:3]=2[Cl:2])[C:10](=[O:13])[NH:9][CH:8]=[CH:7]3)[CH2:21][CH2:20]1)([C:24]1[CH:25]=[CH:26][C:27]([O:30][CH3:31])=[CH:28][CH:29]=1)[CH3:23]. (5) Given the reactants [C:1]([OH:8])(=[O:7])[CH2:2][CH2:3][C:4]([OH:6])=[O:5].[C:9]([OH:17])(=[O:16])[CH:10]([CH2:12][C:13]([OH:15])=[O:14])[OH:11], predict the reaction product. The product is: [C:1]([OH:8])(=[O:7])[CH2:2][CH2:3][C:4]([OH:6])=[O:5].[CH2:9]([OH:16])[CH2:10][CH2:12][CH2:13][OH:14].[C:9]([OH:17])(=[O:16])[CH:10]([CH2:12][C:13]([OH:15])=[O:14])[OH:11]. (6) Given the reactants Br[C:2]1[N:7]=[C:6]([C:8](=[O:11])[NH:9][CH3:10])[C:5]([NH:12][C:13]2[C:18]([C:19]([F:22])([F:21])[F:20])=[CH:17][N:16]=[C:15]([NH:23][C:24]3[CH:57]=[CH:56][C:27]([CH2:28][P:29](=[O:55])([O:33][CH2:34][CH2:35][CH2:36][N:37]4[CH:41]=[C:40]([Sn](CCCC)(CCCC)CCCC)[N:39]=[N:38]4)[O:30][CH2:31][CH3:32])=[CH:26][C:25]=3[O:58][CH3:59])[N:14]=2)=[CH:4][CH:3]=1, predict the reaction product. The product is: [CH2:31]([O:30][P@@:29]1(=[O:55])[CH2:28][C:27]2[CH:56]=[CH:57][C:24](=[C:25]([O:58][CH3:59])[CH:26]=2)[NH:23][C:15]2=[N:14][C:13](=[C:18]([C:19]([F:20])([F:21])[F:22])[CH:17]=[N:16]2)[NH:12][C:5]2[CH:4]=[CH:3][C:2](=[N:7][C:6]=2[C:8]([NH:9][CH3:10])=[O:11])[C:40]2=[CH:41][N:37]([N:38]=[N:39]2)[CH2:36][CH2:35][CH2:34][O:33]1)[CH3:32].[CH2:31]([O:30][P@:29]1(=[O:55])[CH2:28][C:27]2[CH:56]=[CH:57][C:24](=[C:25]([O:58][CH3:59])[CH:26]=2)[NH:23][C:15]2=[N:14][C:13](=[C:18]([C:19]([F:20])([F:21])[F:22])[CH:17]=[N:16]2)[NH:12][C:5]2[CH:4]=[CH:3][C:2](=[N:7][C:6]=2[C:8]([NH:9][CH3:10])=[O:11])[C:40]2=[CH:41][N:37]([N:38]=[N:39]2)[CH2:36][CH2:35][CH2:34][O:33]1)[CH3:32].